This data is from CYP2D6 inhibition data for predicting drug metabolism from PubChem BioAssay. The task is: Regression/Classification. Given a drug SMILES string, predict its absorption, distribution, metabolism, or excretion properties. Task type varies by dataset: regression for continuous measurements (e.g., permeability, clearance, half-life) or binary classification for categorical outcomes (e.g., BBB penetration, CYP inhibition). Dataset: cyp2d6_veith. (1) The result is 0 (non-inhibitor). The drug is CSc1nc(C)c2c(n1)N(c1ccc(C(F)(F)F)cc1)CC2. (2) The drug is Cc1c(NC(=O)CCCOc2ccccc2)cccc1[N+](=O)[O-]. The result is 1 (inhibitor). (3) The drug is CSc1nc2cc(S(=O)(=O)N3CCCCC3)ccc2s1. The result is 0 (non-inhibitor). (4) The molecule is COc1ccc(NC(=O)N2CC[C@@]3(CCCN(C(=O)c4csnn4)C3)C2)cc1. The result is 0 (non-inhibitor). (5) The compound is Cc1ccc(Sc2c([N+](=O)[O-])ncn2C)cc1. The result is 0 (non-inhibitor).